From a dataset of Full USPTO retrosynthesis dataset with 1.9M reactions from patents (1976-2016). Predict the reactants needed to synthesize the given product. Given the product [Cl:23][C:20]1[N:19]=[CH:18][C:17]([C:6]2[C:7]([C:8]3[C:13]([F:14])=[CH:12][C:11]([F:15])=[CH:10][C:9]=3[F:16])=[C:2]([O:26][CH3:25])[N:3]=[N:4][C:5]=2[CH3:24])=[CH:22][CH:21]=1, predict the reactants needed to synthesize it. The reactants are: Cl[C:2]1[N:3]=[N:4][C:5]([CH3:24])=[C:6]([C:17]2[CH:18]=[N:19][C:20]([Cl:23])=[CH:21][CH:22]=2)[C:7]=1[C:8]1[C:13]([F:14])=[CH:12][C:11]([F:15])=[CH:10][C:9]=1[F:16].[CH3:25][O-:26].[Na+].CO.